Dataset: CYP2D6 inhibition data for predicting drug metabolism from PubChem BioAssay. Task: Regression/Classification. Given a drug SMILES string, predict its absorption, distribution, metabolism, or excretion properties. Task type varies by dataset: regression for continuous measurements (e.g., permeability, clearance, half-life) or binary classification for categorical outcomes (e.g., BBB penetration, CYP inhibition). Dataset: cyp2d6_veith. (1) The drug is COc1ccc(C(=O)NCc2cn3ccccc3n2)cc1. The result is 0 (non-inhibitor). (2) The drug is O=C(Oc1ccccc1)N1CCC2(CC1)CN(Cc1ccncc1)C2. The result is 0 (non-inhibitor). (3) The drug is CC(C)=CC(=O)OCC(=O)Nc1ncc(Cl)c(C)c1Cl. The result is 0 (non-inhibitor). (4) The molecule is C[C@@H]1O[C@H]2C3=C(C(=O)[C@H]4O[C@@H]4[C@H]3O)[C@@H]1[C@@H]1[C@@H](C)OC=C3[C@H](O)[C@H]4O[C@@H]4/C(=N\OCc4ccccc4)[C@]312. The result is 0 (non-inhibitor). (5) The compound is c1ccc(-c2c3ccccc3nc3[nH]c4ccccc4c23)cc1. The result is 0 (non-inhibitor). (6) The drug is CC1CCCC(C)N1C(=O)C1CC(c2ccc(F)cc2)=NO1. The result is 0 (non-inhibitor). (7) The drug is O=C(c1csnn1)N1CCC2(CCCN(Cc3cc(C(F)(F)F)cc(C(F)(F)F)c3)C2)CC1. The result is 0 (non-inhibitor). (8) The drug is COc1ccc2c(c1)CC[C@H]1[C@@H]2CC[C@@]2(C)[C@@H](NCCCCCCN3C(=O)C=CC3=O)CC[C@@H]12. The result is 1 (inhibitor). (9) The molecule is COC(=O)c1c(-n2c(C)cc(C=O)c2C)sc2c1CCCC2. The result is 0 (non-inhibitor). (10) The molecule is CC(=O)Nc1sc2c(c1CN1CCN(C)CC1)CCCC2. The result is 1 (inhibitor).